The task is: Predict the reactants needed to synthesize the given product.. This data is from Full USPTO retrosynthesis dataset with 1.9M reactions from patents (1976-2016). (1) Given the product [CH3:1][NH:2][C:3](=[O:4])[O:18][CH:15]1[CH2:16][CH2:17][N:12]([CH2:5][C:6]2[CH:7]=[CH:8][CH:9]=[CH:10][CH:11]=2)[CH2:13][CH2:14]1, predict the reactants needed to synthesize it. The reactants are: [CH3:1][N:2]=[C:3]=[O:4].[CH2:5]([N:12]1[CH2:17][CH2:16][CH:15]([OH:18])[CH2:14][CH2:13]1)[C:6]1[CH:11]=[CH:10][CH:9]=[CH:8][CH:7]=1. (2) Given the product [CH3:26][C:24]([CH3:27])([O:23][C:21]([N:18]1[CH2:17][CH2:16][CH:15]([NH:14][CH2:12][C:8]2[C:7]([NH:6][C:4]([O:3][CH2:1][CH3:2])=[O:5])=[CH:11][S:10][CH:9]=2)[CH2:20][CH2:19]1)=[O:22])[CH3:25], predict the reactants needed to synthesize it. The reactants are: [CH2:1]([O:3][C:4]([NH:6][C:7]1[C:8]([CH:12]=O)=[CH:9][S:10][CH:11]=1)=[O:5])[CH3:2].[NH2:14][CH:15]1[CH2:20][CH2:19][N:18]([C:21]([O:23][C:24]([CH3:27])([CH3:26])[CH3:25])=[O:22])[CH2:17][CH2:16]1.C1(C)C=CC=CC=1.[BH4-].[Na+]. (3) Given the product [F:2][C:3]1[CH:4]=[C:5]([CH:26]=[CH:27][CH:28]=1)[CH:6]=[C:40]1[CH2:41][CH2:36][CH2:37][N:38]([C:42]([O:44][C:45]([CH3:48])([CH3:47])[CH3:46])=[O:43])[CH2:39]1, predict the reactants needed to synthesize it. The reactants are: [Br-].[F:2][C:3]1[CH:4]=[C:5]([CH:26]=[CH:27][CH:28]=1)[CH2:6][P+](C1C=CC=CC=1)(C1C=CC=CC=1)C1C=CC=CC=1.CC(C)([O-])C.[Na+].O=[C:36]1[CH2:41][CH2:40][CH2:39][N:38]([C:42]([O:44][C:45]([CH3:48])([CH3:47])[CH3:46])=[O:43])[CH2:37]1. (4) Given the product [NH:9]1[C:13]2[CH:14]=[CH:15][CH:16]=[CH:17][C:12]=2[N:11]=[C:10]1[CH:6]([NH:7][C:8]([NH:26][C:27]12[CH2:34][CH2:33][C:30]([OH:35])([CH2:31][CH2:32]1)[CH2:29][CH2:28]2)=[O:18])[CH2:5][C:4]1[CH:3]=[C:2]([F:1])[C:21]([O:22][CH3:23])=[C:20]([F:24])[CH:19]=1, predict the reactants needed to synthesize it. The reactants are: [F:1][C:2]1[CH:3]=[C:4]([CH:19]=[C:20]([F:24])[C:21]=1[O:22][CH3:23])[CH2:5][CH:6]1[C:10]2=[N:11][C:12]3[CH:17]=[CH:16][CH:15]=[CH:14][C:13]=3[N:9]2[C:8](=[O:18])[NH:7]1.Cl.[NH2:26][C:27]12[CH2:34][CH2:33][C:30]([OH:35])([CH2:31][CH2:32]1)[CH2:29][CH2:28]2.C(O)(C(F)(F)F)=O.